This data is from Catalyst prediction with 721,799 reactions and 888 catalyst types from USPTO. The task is: Predict which catalyst facilitates the given reaction. Reactant: [O:1]1[CH2:4][CH:3]([N:5]2[CH:9]=[C:8]([NH2:10])[N:7]=[CH:6]2)[CH2:2]1.[C:11]([O:14][CH2:15][C:16]1[C:17]([N:31]2[CH2:42][CH2:41][N:40]3[C:33](=[CH:34][C:35]4[CH2:36][C:37]([CH3:44])([CH3:43])[CH2:38][C:39]=43)[C:32]2=[O:45])=[N:18][CH:19]=[CH:20][C:21]=1[C:22]1[CH:27]=[C:26](Br)[C:25](=[O:29])[N:24]([CH3:30])[CH:23]=1)(=[O:13])[CH3:12].CC1(C)C2C(=C(P(C3C=CC=CC=3)C3C=CC=CC=3)C=CC=2)OC2C(P(C3C=CC=CC=3)C3C=CC=CC=3)=CC=CC1=2.C(=O)([O-])[O-].[Cs+].[Cs+]. Product: [C:11]([O:14][CH2:15][C:16]1[C:17]([N:31]2[CH2:42][CH2:41][N:40]3[C:33](=[CH:34][C:35]4[CH2:36][C:37]([CH3:44])([CH3:43])[CH2:38][C:39]=43)[C:32]2=[O:45])=[N:18][CH:19]=[CH:20][C:21]=1[C:22]1[CH:27]=[C:26]([NH:10][C:8]2[N:7]=[CH:6][N:5]([CH:3]3[CH2:4][O:1][CH2:2]3)[CH:9]=2)[C:25](=[O:29])[N:24]([CH3:30])[CH:23]=1)(=[O:13])[CH3:12]. The catalyst class is: 102.